This data is from Reaction yield outcomes from USPTO patents with 853,638 reactions. The task is: Predict the reaction yield, written as a fraction of the theoretical maximum amount of product (1.0 means a 100% yield; for example, 0.34 means a 34% yield). The reactants are Cl[C:2]1[CH:24]=[CH:23][C:5]2[C:6](=[O:22])[C:7]3[CH:14]=[C:13]([O:15][CH2:16][CH2:17][O:18]C(=O)C)[CH:12]=[CH:11][C:8]=3[CH2:9][CH2:10][C:4]=2[CH:3]=1.[F:25][C:26]1[CH:32]=[C:31]([F:33])[CH:30]=[CH:29][C:27]=1[NH2:28].C1(P(C2CCCCC2)C2C=CC=CC=2C2C(C(C)C)=CC(C(C)C)=CC=2C(C)C)CCCCC1.CC([O-])(C)C.[K+]. The catalyst is CC([O-])=O.CC([O-])=O.[Pd+2].CC(O)(C)C.C1(C)C=CC=CC=1. The product is [F:25][C:26]1[CH:32]=[C:31]([F:33])[CH:30]=[CH:29][C:27]=1[NH:28][C:2]1[CH:24]=[CH:23][C:5]2[C:6](=[O:22])[C:7]3[CH:14]=[C:13]([O:15][CH2:16][CH2:17][OH:18])[CH:12]=[CH:11][C:8]=3[CH2:9][CH2:10][C:4]=2[CH:3]=1. The yield is 0.340.